From a dataset of NCI-60 drug combinations with 297,098 pairs across 59 cell lines. Regression. Given two drug SMILES strings and cell line genomic features, predict the synergy score measuring deviation from expected non-interaction effect. (1) Drug 1: CNC(=O)C1=NC=CC(=C1)OC2=CC=C(C=C2)NC(=O)NC3=CC(=C(C=C3)Cl)C(F)(F)F. Drug 2: CN(CCCl)CCCl.Cl. Cell line: UACC62. Synergy scores: CSS=9.72, Synergy_ZIP=-7.10, Synergy_Bliss=-5.12, Synergy_Loewe=-6.19, Synergy_HSA=-3.87. (2) Drug 1: C1=CC(=CC=C1CCC2=CNC3=C2C(=O)NC(=N3)N)C(=O)NC(CCC(=O)O)C(=O)O. Drug 2: C1C(C(OC1N2C=NC3=C2NC=NCC3O)CO)O. Cell line: HCT-15. Synergy scores: CSS=29.9, Synergy_ZIP=-4.20, Synergy_Bliss=-6.47, Synergy_Loewe=-39.9, Synergy_HSA=-6.23.